Dataset: Full USPTO retrosynthesis dataset with 1.9M reactions from patents (1976-2016). Task: Predict the reactants needed to synthesize the given product. The reactants are: [CH3:1][C:2]1[S:3][CH:4]=[C:5]([C:7](=[N:9][OH:10])[NH2:8])[N:6]=1.[Cl:11][C:12]1[CH:16]=[CH:15][S:14][C:13]=1[C:17](Cl)=O. Given the product [Cl:11][C:12]1[CH:16]=[CH:15][S:14][C:13]=1[C:17]1[O:10][N:9]=[C:7]([C:5]2[N:6]=[C:2]([CH3:1])[S:3][CH:4]=2)[N:8]=1, predict the reactants needed to synthesize it.